The task is: Predict the reactants needed to synthesize the given product.. This data is from Full USPTO retrosynthesis dataset with 1.9M reactions from patents (1976-2016). (1) Given the product [CH3:15][N:16]1[CH2:21][CH2:20][N:19]([CH:11]2[CH2:12][CH2:13][N:8]([C:30]([O:32][C:33]([CH3:34])([CH3:35])[CH3:36])=[O:31])[CH2:9][CH2:10]2)[CH2:18][CH2:17]1, predict the reactants needed to synthesize it. The reactants are: C1(C[N:8]2[CH2:13][CH2:12][C:11](=O)[CH2:10][CH2:9]2)C=CC=CC=1.[CH3:15][N:16]1[CH2:21][CH2:20][NH:19][CH2:18][CH2:17]1.[C:30](O[C:30]([O:32][C:33]([CH3:36])([CH3:35])[CH3:34])=[O:31])([O:32][C:33]([CH3:36])([CH3:35])[CH3:34])=[O:31]. (2) Given the product [CH:4](=[O:3])[CH2:5][CH2:6][CH2:7][CH2:8][CH2:9]/[CH:10]=[CH:11]\[CH2:12][CH2:13]/[CH:14]=[CH:15]\[CH:16]=[CH:17]\[CH2:18][CH3:19], predict the reactants needed to synthesize it. The reactants are: C([O:3][CH:4](OCC)[CH2:5][CH2:6][CH2:7][CH2:8][CH2:9]/[CH:10]=[CH:11]\[CH2:12][CH2:13]/[CH:14]=[CH:15]\[CH:16]=[CH:17]\[CH2:18][CH3:19])C.Cl.